Dataset: Forward reaction prediction with 1.9M reactions from USPTO patents (1976-2016). Task: Predict the product of the given reaction. (1) Given the reactants Cl[C:2]1[C:3](=[O:15])[N:4](C2CCCCO2)[N:5]=[CH:6][C:7]=1Cl.[F:16][C:17]1[CH:18]=[C:19]([OH:23])[CH:20]=[CH:21][CH:22]=1.C[O:25][C:26](=[O:35])[CH:27](Br)[CH2:28][CH:29]1[CH2:33][CH2:32][CH2:31][CH2:30]1, predict the reaction product. The product is: [CH:29]1([CH2:28][CH:27]([N:4]2[C:3](=[O:15])[CH:2]=[C:7]([O:23][C:19]3[CH:20]=[CH:21][CH:22]=[C:17]([F:16])[CH:18]=3)[CH:6]=[N:5]2)[C:26]([OH:25])=[O:35])[CH2:33][CH2:32][CH2:31][CH2:30]1. (2) Given the reactants [O:1]=[C:2]1[N:13]([CH2:14][C:15]([O:17]C(C)(C)C)=O)[CH2:12][CH:11]=[CH:10][CH2:9][CH2:8][C:7](=[O:22])[NH:6][C@H:5]([C:23]2[CH:28]=[CH:27][CH:26]=[CH:25][CH:24]=2)[CH2:4][O:3]1.C([SiH](CC)CC)C.FC(F)(F)C(O)=O.[NH:43]1[CH2:48][CH2:47][CH2:46][CH2:45][CH2:44]1, predict the reaction product. The product is: [O:17]=[C:15]([N:43]1[CH2:48][CH2:47][CH2:46][CH2:45][CH2:44]1)[CH2:14][N:13]1[CH2:12][CH:11]=[CH:10][CH2:9][CH2:8][C:7](=[O:22])[NH:6][C@H:5]([C:23]2[CH:24]=[CH:25][CH:26]=[CH:27][CH:28]=2)[CH2:4][O:3][C:2]1=[O:1].